This data is from PAMPA (Parallel Artificial Membrane Permeability Assay) permeability data from NCATS. The task is: Regression/Classification. Given a drug SMILES string, predict its absorption, distribution, metabolism, or excretion properties. Task type varies by dataset: regression for continuous measurements (e.g., permeability, clearance, half-life) or binary classification for categorical outcomes (e.g., BBB penetration, CYP inhibition). Dataset: pampa_ncats. (1) The drug is C1CN(CCC1C(=O)N)C2=NC(=CS2)C3=CC=C(C=C3)Br. The result is 1 (high permeability). (2) The compound is CN1CCN(CC1)C(=O)C2=CC3=C(C=C2)C=C(C=C3)CCNC4=NC=NC5=C4C=C(C=C5)C#N. The result is 1 (high permeability). (3) The molecule is CC1=CN2C(=CC(=N2)C3=NC(=NO3)C4CCCN(C4)C(=O)C5=CC=CC=C5)C(=O)N1. The result is 1 (high permeability). (4) The compound is C1=CC=C(C=C1)C2=CSC(=N2)NC(=O)C3=C(C=NC=C3)NS(=O)(=O)C4=CC=C(C=C4)F. The result is 1 (high permeability). (5) The molecule is CC1=CC=CC=C1C(=O)N2CCC3=C2C=CC(=C3)C4=C(SC(=N4)NC(=O)CC5=CC(=CC=C5)OC)C. The result is 1 (high permeability). (6) The molecule is C1CNCC=C1C2=NC3=CC=CC=C3C(=N2)NC4=CC(=C(C=C4)F)F. The result is 1 (high permeability).